This data is from Full USPTO retrosynthesis dataset with 1.9M reactions from patents (1976-2016). The task is: Predict the reactants needed to synthesize the given product. (1) Given the product [C:10]([Si:7]([CH3:9])([CH3:8])[O:6][C:5]1[CH:14]=[CH:15][C:2]([CH:28]([C:27]2[CH:30]=[C:31]([O:33][CH3:34])[CH:32]=[C:25]([O:24][CH3:23])[CH:26]=2)[OH:29])=[CH:3][C:4]=1[O:16][CH3:17])([CH3:13])([CH3:12])[CH3:11], predict the reactants needed to synthesize it. The reactants are: Br[C:2]1[CH:15]=[CH:14][C:5]([O:6][Si:7]([C:10]([CH3:13])([CH3:12])[CH3:11])([CH3:9])[CH3:8])=[C:4]([O:16][CH3:17])[CH:3]=1.C([Li])CCC.[CH3:23][O:24][C:25]1[CH:26]=[C:27]([CH:30]=[C:31]([O:33][CH3:34])[CH:32]=1)[CH:28]=[O:29].COC1C=C(C(C2C=CC=C(OC)C=2)=CC#N)C=C(OC)C=1. (2) The reactants are: [Br:1][C:2]1[CH:3]=[CH:4][C:5]2[NH:13][CH2:12][CH2:11][CH2:10][CH2:9][C:8]([C:14]([O:16][CH3:17])=[O:15])=[CH:7][C:6]=2[CH:18]=1.O. Given the product [Br:1][C:2]1[CH:3]=[CH:4][C:5]2[N:13]([CH2:5][CH:6]([CH3:18])[CH3:7])[CH2:12][CH2:11][CH2:10][CH2:9][C:8]([C:14]([O:16][CH3:17])=[O:15])=[CH:7][C:6]=2[CH:18]=1, predict the reactants needed to synthesize it.